From a dataset of Catalyst prediction with 721,799 reactions and 888 catalyst types from USPTO. Predict which catalyst facilitates the given reaction. (1) Reactant: [F:1][C:2]1[CH:10]=[C:9]([F:11])[CH:8]=[C:7]2[C:3]=1[C:4]([C:12]1[N:13]=[C:14]3[C:20]([CH:21]=[O:22])=[CH:19][N:18]([CH2:23][O:24][CH2:25][CH2:26][Si:27]([CH3:30])([CH3:29])[CH3:28])[C:15]3=[N:16][CH:17]=1)=[N:5][NH:6]2.[H-].[Na+].I[CH3:34]. Product: [F:1][C:2]1[CH:10]=[C:9]([F:11])[CH:8]=[C:7]2[C:3]=1[C:4]([C:12]1[N:13]=[C:14]3[C:20]([CH:21]=[O:22])=[CH:19][N:18]([CH2:23][O:24][CH2:25][CH2:26][Si:27]([CH3:30])([CH3:29])[CH3:28])[C:15]3=[N:16][CH:17]=1)=[N:5][N:6]2[CH3:34]. The catalyst class is: 3. (2) Reactant: Cl.[NH2:2]N.[OH-].[Na+].C[N:7]([CH:9]=[C:10]1[C:15](=[O:16])[CH2:14][CH2:13][CH2:12][C:11]1=O)C. Product: [NH:2]1[C:11]2[CH2:12][CH2:13][CH2:14][C:15](=[O:16])[C:10]=2[CH:9]=[N:7]1. The catalyst class is: 5. (3) Reactant: [CH3:1]C([O-])(C)C.[K+].[F:7][C:8]1[CH:15]=[CH:14][C:13]([O:16][CH:17]([CH3:19])[CH3:18])=[CH:12][C:9]=1[CH:10]=O. Product: [F:7][C:8]1[CH:15]=[CH:14][C:13]([O:16][CH:17]([CH3:19])[CH3:18])=[CH:12][C:9]=1[CH:10]=[CH2:1]. The catalyst class is: 27. (4) Reactant: [F:1][C:2]1[CH:3]=[CH:4][C:5]([CH3:30])=[C:6]([C:8]2[CH:17]=[C:16]3[C:11]([CH:12]=[C:13]([NH:18][C:19]([CH:21]4[CH2:23][CH2:22]4)=[O:20])[N:14]=[CH:15]3)=[C:10]([CH:24]3[CH2:28][CH:27]([OH:29])[O:26][CH2:25]3)[N:9]=2)[CH:7]=1.[BH4-].[Na+]. Product: [OH:26][CH2:25][CH:24]([C:10]1[N:9]=[C:8]([C:6]2[CH:7]=[C:2]([F:1])[CH:3]=[CH:4][C:5]=2[CH3:30])[CH:17]=[C:16]2[C:11]=1[CH:12]=[C:13]([NH:18][C:19]([CH:21]1[CH2:23][CH2:22]1)=[O:20])[N:14]=[CH:15]2)[CH2:28][CH2:27][OH:29]. The catalyst class is: 54. (5) Reactant: [NH2:1][C:2]([NH:4][C:5]1[C:6]([C:26]([NH2:28])=[O:27])=[N:7][N:8]([C:10]2[CH:15]=[CH:14][C:13]([C:16]3[CH:21]=[CH:20][CH:19]=[C:18](/[CH:22]=[CH:23]/[C:24]#[N:25])[CH:17]=3)=[CH:12][CH:11]=2)[CH:9]=1)=[O:3].[BH4-].[Na+]. Product: [NH2:1][C:2]([NH:4][C:5]1[C:6]([C:26]([NH2:28])=[O:27])=[N:7][N:8]([C:10]2[CH:11]=[CH:12][C:13]([C:16]3[CH:21]=[CH:20][CH:19]=[C:18]([CH2:22][CH2:23][C:24]#[N:25])[CH:17]=3)=[CH:14][CH:15]=2)[CH:9]=1)=[O:3]. The catalyst class is: 858.